Dataset: Forward reaction prediction with 1.9M reactions from USPTO patents (1976-2016). Task: Predict the product of the given reaction. (1) Given the reactants Br[C:2]1[CH:3]=[C:4]([NH:10][C:11]2[CH:15]=[C:14]([CH3:16])[N:13]([CH3:17])[N:12]=2)[C:5](=[O:9])[N:6]([CH3:8])[CH:7]=1.[CH3:18][C:19]1([CH3:35])[C:23]([CH3:25])([CH3:24])[O:22][B:21]([B:21]2[O:22][C:23]([CH3:25])([CH3:24])[C:19]([CH3:35])([CH3:18])[O:20]2)[O:20]1.CC(C1C=C(C(C)C)C(C2C=CC=CC=2P(C2CCCCC2)C2CCCCC2)=C(C(C)C)C=1)C.C([O-])(=O)C.[K+], predict the reaction product. The product is: [CH3:17][N:13]1[C:14]([CH3:16])=[CH:15][C:11]([NH:10][C:4]2[C:5](=[O:9])[N:6]([CH3:8])[CH:7]=[C:2]([B:21]3[O:22][C:23]([CH3:25])([CH3:24])[C:19]([CH3:35])([CH3:18])[O:20]3)[CH:3]=2)=[N:12]1. (2) The product is: [CH2:28]([N:10]1[C:11]2([CH2:17][CH2:16][N:15]([C:18](=[O:24])[CH:19]([CH2:20][CH3:21])[CH2:22][CH3:23])[CH2:14][CH2:13]2)[NH:12][C@@H:8]([CH2:1][C:2]2[CH:7]=[CH:6][CH:5]=[CH:4][CH:3]=2)[C:9]1=[O:25])[C:29]1[CH:34]=[CH:33][CH:32]=[CH:31][CH:30]=1. Given the reactants [CH2:1]([C@@H:8]1[NH:12][C:11]2([CH2:17][CH2:16][N:15]([C:18](=[O:24])[CH:19]([CH2:22][CH3:23])[CH2:20][CH3:21])[CH2:14][CH2:13]2)[NH:10][C:9]1=[O:25])[C:2]1[CH:7]=[CH:6][CH:5]=[CH:4][CH:3]=1.[H-].[Na+].[CH2:28](Cl)[C:29]1[CH:34]=[CH:33][CH:32]=[CH:31][CH:30]=1.Cl, predict the reaction product. (3) Given the reactants [F:1][C:2]1[CH:3]=[C:4]([C:26]([O:28][C:29]([CH3:32])([CH3:31])[CH3:30])=[O:27])[C:5]2[C:6](=[O:25])[CH:7]([C:19]3[N:23]([CH3:24])[N:22]=[CH:21][N:20]=3)[CH:8]([C:12]3[CH:17]=[CH:16][C:15]([F:18])=[CH:14][CH:13]=3)[NH:9][C:10]=2[CH:11]=1.C(N(CC)CC)C.[C:40](=O)([O:46]C(C)(C)C)[O:41][C:42]([CH3:45])([CH3:44])[CH3:43], predict the reaction product. The product is: [F:1][C:2]1[CH:3]=[C:4]([C:26]([O:28][C:29]([CH3:32])([CH3:31])[CH3:30])=[O:27])[C:5]2[C:6](=[O:25])[CH:7]([C:19]3[N:23]([CH3:24])[N:22]=[CH:21][N:20]=3)[CH:8]([C:12]3[CH:13]=[CH:14][C:15]([F:18])=[CH:16][CH:17]=3)[N:9]([C:40]([O:41][C:42]([CH3:45])([CH3:44])[CH3:43])=[O:46])[C:10]=2[CH:11]=1. (4) The product is: [CH2:18]([O:17][C:13](=[O:16])[CH2:14][CH2:15][N:9]1[C:10]2[C:5](=[CH:4][CH:3]=[C:2]([Br:1])[CH:11]=2)[CH:6]=[CH:7][C:8]1=[O:12])[CH3:19]. Given the reactants [Br:1][C:2]1[CH:11]=[C:10]2[C:5]([CH:6]=[CH:7][C:8](=[O:12])[NH:9]2)=[CH:4][CH:3]=1.[C:13]([O:17][CH2:18][CH3:19])(=[O:16])[CH:14]=[CH2:15], predict the reaction product. (5) Given the reactants [Cl:1][C:2]1[CH:3]=[C:4]2[C:9](=[CH:10][C:11]=1[NH:12][C:13](=[O:15])[CH3:14])[O:8][CH:7]([C:16]1[C:21]([F:22])=[CH:20][CH:19]=[CH:18][N:17]=1)[CH2:6][C:5]2=O.C([SiH](CC)CC)C, predict the reaction product. The product is: [Cl:1][C:2]1[CH:3]=[C:4]2[C:9](=[CH:10][C:11]=1[NH:12][C:13](=[O:15])[CH3:14])[O:8][CH:7]([C:16]1[C:21]([F:22])=[CH:20][CH:19]=[CH:18][N:17]=1)[CH2:6][CH2:5]2.